The task is: Predict which catalyst facilitates the given reaction.. This data is from Catalyst prediction with 721,799 reactions and 888 catalyst types from USPTO. (1) Reactant: [Cl:1][C:2]1[N:7]=[C:6]([C:8]2[CH:13]=[C:12]([N+:14]([O-])=O)[CH:11]=[CH:10][C:9]=2[F:17])[CH:5]=[CH:4][N:3]=1.[H][H]. Product: [Cl:1][C:2]1[N:7]=[C:6]([C:8]2[CH:13]=[C:12]([NH2:14])[CH:11]=[CH:10][C:9]=2[F:17])[CH:5]=[CH:4][N:3]=1. The catalyst class is: 865. (2) Reactant: C(OP([CH2:9][C:10]([CH:12]1[CH2:17][CH2:16][N:15]([C:18]2[CH:23]=[C:22]([CH3:24])[CH:21]=[CH:20][N:19]=2)[CH2:14][CH2:13]1)=[O:11])(OCC)=O)C.[H-].[Na+].[Cl-].[NH4+]. Product: [CH3:10][CH:12]([CH3:17])/[CH:13]=[CH:9]/[C:10]([CH:12]1[CH2:13][CH2:14][N:15]([C:18]2[CH:23]=[C:22]([CH3:24])[CH:21]=[CH:20][N:19]=2)[CH2:16][CH2:17]1)=[O:11]. The catalyst class is: 1. (3) The catalyst class is: 2. Reactant: [C:1]([O:5][C:6]([N:8]1[CH2:12][CH2:11][CH:10]([O:13][C:14]2[CH:19]=[CH:18][C:17]([Cl:20])=[CH:16][C:15]=2C=O)[CH2:9]1)=[O:7])([CH3:4])([CH3:3])[CH3:2].C1C=C(Cl)C=C(C(OO)=[O:31])C=1. Product: [C:1]([O:5][C:6]([N:8]1[CH2:12][CH2:11][CH:10]([O:13][C:14]2[CH:19]=[CH:18][C:17]([Cl:20])=[CH:16][C:15]=2[OH:31])[CH2:9]1)=[O:7])([CH3:4])([CH3:3])[CH3:2].